Predict the reaction yield, written as a fraction of the theoretical maximum amount of product (1.0 means a 100% yield; for example, 0.34 means a 34% yield). From a dataset of Reaction yield outcomes from USPTO patents with 853,638 reactions. (1) The product is [C:34]([CH2:33][N:6]1[C:7]([C:16]2[CH:17]=[C:18]3[C:23](=[CH:24][CH:25]=2)[N:22]=[C:21]([C:26]2[S:30][C:29]([CH3:31])=[N:28][C:27]=2[CH3:32])[CH:20]=[CH:19]3)=[C:8]([CH:10]2[CH2:11][CH2:12][CH2:13][CH2:14][CH2:15]2)[CH:9]=[C:5]1[C:3]([OH:4])=[O:2])([OH:36])=[O:35]. The catalyst is O1CCOCC1.CO. The reactants are C[O:2][C:3]([C:5]1[N:6]([CH2:33][C:34]([O:36]C(C)(C)C)=[O:35])[C:7]([C:16]2[CH:17]=[C:18]3[C:23](=[CH:24][CH:25]=2)[N:22]=[C:21]([C:26]2[S:30][C:29]([CH3:31])=[N:28][C:27]=2[CH3:32])[CH:20]=[CH:19]3)=[C:8]([CH:10]2[CH2:15][CH2:14][CH2:13][CH2:12][CH2:11]2)[CH:9]=1)=[O:4].[OH-].[Na+]. The yield is 0.300. (2) The reactants are [CH2:1]([O:3][C:4]1[CH:5]=[C:6]([C:10]2[CH:15]=[CH:14][C:13]([CH2:16][C:17](O)=[O:18])=[C:12]([N+:20]([O-])=O)[CH:11]=2)[CH:7]=[CH:8][CH:9]=1)[CH3:2]. The catalyst is C(O)(=O)C.[Fe]. The product is [CH2:1]([O:3][C:4]1[CH:5]=[C:6]([C:10]2[CH:11]=[C:12]3[C:13]([CH2:16][C:17](=[O:18])[NH:20]3)=[CH:14][CH:15]=2)[CH:7]=[CH:8][CH:9]=1)[CH3:2]. The yield is 0.910. (3) The reactants are C[O:2][C:3]([NH:5][C:6]([CH3:17])([CH2:9][CH2:10][C:11]1[S:12][C:13]([Br:16])=[CH:14][CH:15]=1)[CH2:7][OH:8])=O.CC(C)([O-])C.[K+]. The catalyst is CN(C)C=O. The product is [Br:16][C:13]1[S:12][C:11]([CH2:10][CH2:9][C:6]2([CH3:17])[CH2:7][O:8][C:3](=[O:2])[NH:5]2)=[CH:15][CH:14]=1. The yield is 0.950. (4) The reactants are [Br:1][C:2]1[C:3]2[O:12][C:11]([C:13]3[CH:18]=[CH:17][C:16]([C:19]4([NH:23]C(=O)OC(C)(C)C)[CH2:22][CH2:21][CH2:20]4)=[CH:15][CH:14]=3)=[C:10]([C:31]3[CH:36]=[CH:35][CH:34]=[CH:33][CH:32]=3)[C:4]=2[C:5]([O:8][CH3:9])=[N:6][CH:7]=1.C(O)(C(F)(F)F)=O. The catalyst is C(Cl)Cl. The product is [Br:1][C:2]1[C:3]2[O:12][C:11]([C:13]3[CH:14]=[CH:15][C:16]([C:19]4([NH2:23])[CH2:20][CH2:21][CH2:22]4)=[CH:17][CH:18]=3)=[C:10]([C:31]3[CH:32]=[CH:33][CH:34]=[CH:35][CH:36]=3)[C:4]=2[C:5]([O:8][CH3:9])=[N:6][CH:7]=1. The yield is 0.690. (5) The reactants are C(=O)([O-])[O-].[Na+].[Na+].[CH:7]([C:9]1[CH:14]=[CH:13][C:12](B(O)O)=[CH:11][CH:10]=1)=[O:8].[Cl:18][C:19]1[CH:20]=[C:21]([CH2:26][OH:27])[CH:22]=[N:23][C:24]=1Cl. The catalyst is COCCOC.O.C1C=CC([P]([Pd]([P](C2C=CC=CC=2)(C2C=CC=CC=2)C2C=CC=CC=2)([P](C2C=CC=CC=2)(C2C=CC=CC=2)C2C=CC=CC=2)[P](C2C=CC=CC=2)(C2C=CC=CC=2)C2C=CC=CC=2)(C2C=CC=CC=2)C2C=CC=CC=2)=CC=1. The product is [Cl:18][C:19]1[C:24]([C:12]2[CH:13]=[CH:14][C:9]([CH:7]=[O:8])=[CH:10][CH:11]=2)=[N:23][CH:22]=[C:21]([CH2:26][OH:27])[CH:20]=1. The yield is 0.740. (6) The product is [CH:1]1([CH2:4][N:5]2[C:9]3[CH:10]=[CH:11][C:12]([S:14]([C:17]([CH3:21])([CH3:22])[C:18]([N:28]4[CH2:33][CH2:32][O:31][CH2:30][CH2:29]4)=[O:20])(=[O:16])=[O:15])=[CH:13][C:8]=3[N:7]=[C:6]2[CH2:23][C:24]([CH3:25])([CH3:27])[CH3:26])[CH2:3][CH2:2]1. The yield is 0.480. The reactants are [CH:1]1([CH2:4][N:5]2[C:9]3[CH:10]=[CH:11][C:12]([S:14]([C:17]([CH3:22])([CH3:21])[C:18]([OH:20])=O)(=[O:16])=[O:15])=[CH:13][C:8]=3[N:7]=[C:6]2[CH2:23][C:24]([CH3:27])([CH3:26])[CH3:25])[CH2:3][CH2:2]1.[NH:28]1[CH2:33][CH2:32][O:31][CH2:30][CH2:29]1.CCN(C(C)C)C(C)C.C(P(=O)(OCC)OCC)#N. The catalyst is CN(C=O)C. (7) The reactants are Cl.Cl.[NH2:3][CH2:4][CH2:5][CH2:6][C:7]1([C:25]2[CH:30]=[CH:29][CH:28]=[CH:27][CH:26]=2)[N:11]([C:12](=[O:16])[CH:13]([CH3:15])[CH3:14])[N:10]=[C:9]([C:17]2[CH:22]=[C:21]([F:23])[CH:20]=[CH:19][C:18]=2[F:24])[O:8]1.CCN(C(C)C)C(C)C.[C:40](Cl)(=[O:44])[CH:41]([CH3:43])[CH3:42].Cl. The catalyst is C(Cl)Cl. The product is [F:24][C:18]1[CH:19]=[CH:20][C:21]([F:23])=[CH:22][C:17]=1[C:9]1[O:8][C:7]([CH2:6][CH2:5][CH2:4][NH:3][C:40](=[O:44])[CH:41]([CH3:43])[CH3:42])([C:25]2[CH:30]=[CH:29][CH:28]=[CH:27][CH:26]=2)[N:11]([C:12](=[O:16])[CH:13]([CH3:15])[CH3:14])[N:10]=1. The yield is 0.620. (8) The reactants are [Si]([O:18][CH:19]1[CH2:22][N:21]([C:23]2[S:24][CH:25]=[C:26]([C:28]([N:30]3[CH2:33][CH:32]([NH:34][C:35]([O:37][CH2:38][C:39]4[CH:44]=[CH:43][C:42]([N+:45]([O-:47])=[O:46])=[CH:41][CH:40]=4)=[O:36])[CH2:31]3)=[O:29])[N:27]=2)[CH2:20]1)(C(C)(C)C)(C1C=CC=CC=1)C1C=CC=CC=1.C(O)(=O)C.[F-].C([N+](CCCC)(CCCC)CCCC)CCC. The catalyst is O1CCCC1. The product is [OH:18][CH:19]1[CH2:22][N:21]([C:23]2[S:24][CH:25]=[C:26]([C:28]([N:30]3[CH2:31][CH:32]([NH:34][C:35]([O:37][CH2:38][C:39]4[CH:44]=[CH:43][C:42]([N+:45]([O-:47])=[O:46])=[CH:41][CH:40]=4)=[O:36])[CH2:33]3)=[O:29])[N:27]=2)[CH2:20]1. The yield is 0.880. (9) The reactants are [BH4-].[Na+].B(F)(F)F.CCOCC.[CH:12]([C@H:25]1[O:30][CH2:29][C@@H:28]([NH:31][C:32](=O)[CH2:33][C:34]2[CH:39]=[CH:38][C:37]([F:40])=[CH:36][CH:35]=2)[CH2:27][CH2:26]1)([C:19]1[CH:24]=[CH:23][CH:22]=[CH:21][CH:20]=1)[C:13]1[CH:18]=[CH:17][CH:16]=[CH:15][CH:14]=1.CO. The catalyst is C1COCC1. The product is [CH:12]([C@H:25]1[O:30][CH2:29][C@@H:28]([NH:31][CH2:32][CH2:33][C:34]2[CH:39]=[CH:38][C:37]([F:40])=[CH:36][CH:35]=2)[CH2:27][CH2:26]1)([C:13]1[CH:18]=[CH:17][CH:16]=[CH:15][CH:14]=1)[C:19]1[CH:20]=[CH:21][CH:22]=[CH:23][CH:24]=1. The yield is 0.810.